This data is from Forward reaction prediction with 1.9M reactions from USPTO patents (1976-2016). The task is: Predict the product of the given reaction. (1) Given the reactants C([N-]C(C)C)(C)C.[Li+].[CH3:9][C:10]([CH3:27])([CH3:26])[CH2:11][C:12]1[O:13][C:14]2[CH:20]=[CH:19][C:18]([CH2:21][C:22]([O:24][CH3:25])=[O:23])=[CH:17][C:15]=2[N:16]=1.C1C=CC(S(N(S(C2C=CC=CC=2)(=O)=O)[F:38])(=O)=O)=CC=1, predict the reaction product. The product is: [CH3:9][C:10]([CH3:27])([CH3:26])[CH2:11][C:12]1[O:13][C:14]2[CH:20]=[CH:19][C:18]([CH:21]([F:38])[C:22]([O:24][CH3:25])=[O:23])=[CH:17][C:15]=2[N:16]=1. (2) Given the reactants [CH2:1]1[O:21][C:20]2[CH:19]=[CH:18][C:5]([CH2:6][NH:7][C:8]3[C:9]4[S:16][C:15](Br)=[CH:14][C:10]=4[N:11]=[CH:12][N:13]=3)=[CH:4][C:3]=2[O:2]1.[O:22]1[CH:26]=[CH:25][C:24](B(O)O)=[CH:23]1.C(=O)([O-])[O-].[Na+].[Na+], predict the reaction product. The product is: [CH2:1]1[O:21][C:20]2[CH:19]=[CH:18][C:5]([CH2:6][NH:7][C:8]3[C:9]4[S:16][C:15]([C:24]5[CH:25]=[CH:26][O:22][CH:23]=5)=[CH:14][C:10]=4[N:11]=[CH:12][N:13]=3)=[CH:4][C:3]=2[O:2]1.